Task: Predict the product of the given reaction.. Dataset: Forward reaction prediction with 1.9M reactions from USPTO patents (1976-2016) (1) Given the reactants C([O:5]C(=O)[NH:7][C:8]1[CH:13]=[N:12][C:11]([CH2:14][S:15][CH3:16])=[CH:10][N:9]=1)(C)(C)C.FC(F)(F)C(O)=O, predict the reaction product. The product is: [OH-:5].[NH4+:7].[CH3:16][S:15][CH2:14][C:11]1[N:12]=[CH:13][C:8]([NH2:7])=[N:9][CH:10]=1. (2) The product is: [Br:11][C:12]1[CH:17]=[CH:16][C:15]([C:2]2[CH:7]=[CH:6][N:5]=[CH:4][C:3]=2[N+:8]([O-:10])=[O:9])=[CH:14][CH:13]=1. Given the reactants Cl[C:2]1[CH:7]=[CH:6][N:5]=[CH:4][C:3]=1[N+:8]([O-:10])=[O:9].[Br:11][C:12]1[CH:17]=[CH:16][C:15](B(O)O)=[CH:14][CH:13]=1.C(=O)([O-])[O-].[K+].[K+], predict the reaction product. (3) Given the reactants [C:1]1(B(O)O)[CH:6]=[CH:5][CH:4]=[CH:3][CH:2]=1.[OH-].[Ba+2].[OH-].COCCOC.[CH3:19][C:20]1[N:25]=[C:24](Cl)[CH:23]=[C:22]([Cl:27])[N:21]=1, predict the reaction product. The product is: [CH3:19][C:20]1[N:21]=[C:22]([Cl:27])[CH:23]=[C:24]([C:1]2[CH:6]=[CH:5][CH:4]=[CH:3][CH:2]=2)[N:25]=1. (4) Given the reactants [CH3:1][S:2]([NH:5][C:6]1[CH:10]=[CH:9][S:8][C:7]=1[C:11]([OH:13])=[O:12])(=[O:4])=[O:3].[Cl:14][C:15]1[CH:16]=[N+:17]([O-:40])[CH:18]=[C:19]([Cl:39])[C:20]=1[CH2:21][C@@H:22]([C:24]1[CH:29]=[CH:28][C:27]([O:30][CH:31]([F:33])[F:32])=[C:26]([O:34][CH2:35][CH:36]2[CH2:38][CH2:37]2)[CH:25]=1)O.C(Cl)CCl, predict the reaction product. The product is: [Cl:14][C:15]1[CH:16]=[N+:17]([O-:40])[CH:18]=[C:19]([Cl:39])[C:20]=1[CH2:21][C@@H:22]([C:24]1[CH:29]=[CH:28][C:27]([O:30][CH:31]([F:33])[F:32])=[C:26]([O:34][CH2:35][CH:36]2[CH2:38][CH2:37]2)[CH:25]=1)[O:12][C:11]([C:7]1[S:8][CH:9]=[CH:10][C:6]=1[NH:5][S:2]([CH3:1])(=[O:3])=[O:4])=[O:13]. (5) Given the reactants [Cl:1][C:2]1[CH:3]=[CH:4][C:5]([O:15][CH2:16][C:17]2[C:22]([F:23])=[CH:21][CH:20]=[CH:19][C:18]=2[F:24])=[C:6]([C:8](=O)[CH2:9][CH2:10][C:11](=O)[CH3:12])[CH:7]=1.[CH3:25][O:26][C:27](=[O:36])[C:28]1[CH:33]=[C:32]([OH:34])[CH:31]=[C:30]([NH2:35])[CH:29]=1.CC1C=CC(S(O)(=O)=O)=CC=1, predict the reaction product. The product is: [CH3:25][O:26][C:27](=[O:36])[C:28]1[CH:33]=[C:32]([OH:34])[CH:31]=[C:30]([N:35]2[C:11]([CH3:12])=[CH:10][CH:9]=[C:8]2[C:6]2[CH:7]=[C:2]([Cl:1])[CH:3]=[CH:4][C:5]=2[O:15][CH2:16][C:17]2[C:22]([F:23])=[CH:21][CH:20]=[CH:19][C:18]=2[F:24])[CH:29]=1.